Dataset: Full USPTO retrosynthesis dataset with 1.9M reactions from patents (1976-2016). Task: Predict the reactants needed to synthesize the given product. (1) Given the product [C:11]([NH:1][C:2]1[CH:3]=[C:4]2[C:8](=[CH:9][CH:10]=1)[CH2:7][CH2:6][CH2:5]2)(=[O:13])[CH3:12], predict the reactants needed to synthesize it. The reactants are: [NH2:1][C:2]1[CH:3]=[C:4]2[C:8](=[CH:9][CH:10]=1)[CH2:7][CH2:6][CH2:5]2.[C:11](O)(=[O:13])[CH3:12]. (2) The reactants are: C(OC([N:8]1[CH2:13][CH2:12][CH:11]([C:14]([S:16][C:17]2[CH:22]=[CH:21][CH:20]=[CH:19][CH:18]=2)=[O:15])[CH2:10][CH2:9]1)=O)(C)(C)C.C(O)(C(F)(F)F)=O. Given the product [C:17]1([S:16][C:14]([CH:11]2[CH2:10][CH2:9][NH:8][CH2:13][CH2:12]2)=[O:15])[CH:18]=[CH:19][CH:20]=[CH:21][CH:22]=1, predict the reactants needed to synthesize it.